This data is from Reaction yield outcomes from USPTO patents with 853,638 reactions. The task is: Predict the reaction yield, written as a fraction of the theoretical maximum amount of product (1.0 means a 100% yield; for example, 0.34 means a 34% yield). The reactants are [Br:1][C:2]1[CH:3]=[C:4]([C:8]2[C:12]([C:13]3[CH:18]=[CH:17][N:16]=[CH:15][CH:14]=3)=[CH:11][NH:10][N:9]=2)[CH:5]=[CH:6][CH:7]=1.C(=O)([O-])[O-].[Cs+].[Cs+].[CH3:25][O:26][C:27]1[CH:34]=[CH:33][C:30]([CH2:31]Cl)=[CH:29][CH:28]=1. The catalyst is CN(C)C=O. The product is [Br:1][C:2]1[CH:3]=[C:4]([C:8]2[C:12]([C:13]3[CH:18]=[CH:17][N:16]=[CH:15][CH:14]=3)=[CH:11][N:10]([CH2:31][C:30]3[CH:33]=[CH:34][C:27]([O:26][CH3:25])=[CH:28][CH:29]=3)[N:9]=2)[CH:5]=[CH:6][CH:7]=1. The yield is 0.480.